From a dataset of Reaction yield outcomes from USPTO patents with 853,638 reactions. Predict the reaction yield, written as a fraction of the theoretical maximum amount of product (1.0 means a 100% yield; for example, 0.34 means a 34% yield). (1) The reactants are Br.[Cl:2][C:3]1[CH:8]=[CH:7][C:6]([OH:9])=[C:5]([CH:10]2[CH2:15][CH2:14][NH:13][CH2:12][CH2:11]2)[CH:4]=1.C(N(C(C)C)C(C)C)C.[C:25](O[C:25]([O:27][C:28]([CH3:31])([CH3:30])[CH3:29])=[O:26])([O:27][C:28]([CH3:31])([CH3:30])[CH3:29])=[O:26].O. The catalyst is ClCCl. The product is [Cl:2][C:3]1[CH:8]=[CH:7][C:6]([OH:9])=[C:5]([CH:10]2[CH2:11][CH2:12][N:13]([C:25]([O:27][C:28]([CH3:31])([CH3:30])[CH3:29])=[O:26])[CH2:14][CH2:15]2)[CH:4]=1. The yield is 1.00. (2) The reactants are [C:1]([C:3](=[CH:9]OCC)[C:4]([O:6][CH2:7][CH3:8])=[O:5])#[N:2].Cl.[CH:14]([NH:17][NH2:18])([CH3:16])[CH3:15].C(=O)([O-])[O-].[K+].[K+]. The catalyst is C(O)C.CO. The product is [NH2:2][C:1]1[N:17]([CH:14]([CH3:16])[CH3:15])[N:18]=[CH:9][C:3]=1[C:4]([O:6][CH2:7][CH3:8])=[O:5]. The yield is 0.940. (3) The reactants are [NH2:1][C:2]1[C:7]2[C:8]([C:11]3[CH:16]=[CH:15][C:14]([NH:17][C:18]([C:20]4[N:21]([CH3:29])[C:22]5[C:27]([CH:28]=4)=[CH:26][CH:25]=[CH:24][CH:23]=5)=[O:19])=[C:13]([O:30][CH3:31])[CH:12]=3)=[CH:9][S:10][C:6]=2[C:5](I)=[CH:4][N:3]=1.[Cu][C:34]#[N:35]. The catalyst is [C-]#N.C([N+](CC)(CC)CC)C.O1CCOCC1.C1C=CC(/C=C/C(/C=C/C2C=CC=CC=2)=O)=CC=1.C1C=CC(/C=C/C(/C=C/C2C=CC=CC=2)=O)=CC=1.C1C=CC(/C=C/C(/C=C/C2C=CC=CC=2)=O)=CC=1.[Pd].[Pd].C1(P(C2C=CC=CC=2)[C-]2C=CC=C2)C=CC=CC=1.[C-]1(P(C2C=CC=CC=2)C2C=CC=CC=2)C=CC=C1.[Fe+2]. The product is [NH2:1][C:2]1[C:7]2[C:8]([C:11]3[CH:16]=[CH:15][C:14]([NH:17][C:18]([C:20]4[N:21]([CH3:29])[C:22]5[C:27]([CH:28]=4)=[CH:26][CH:25]=[CH:24][CH:23]=5)=[O:19])=[C:13]([O:30][CH3:31])[CH:12]=3)=[CH:9][S:10][C:6]=2[C:5]([C:34]#[N:35])=[CH:4][N:3]=1. The yield is 0.250.